From a dataset of Peptide-MHC class I binding affinity with 185,985 pairs from IEDB/IMGT. Regression. Given a peptide amino acid sequence and an MHC pseudo amino acid sequence, predict their binding affinity value. This is MHC class I binding data. The peptide sequence is NESGRLIDF. The MHC is HLA-A69:01 with pseudo-sequence HLA-A69:01. The binding affinity (normalized) is 0.0847.